This data is from Reaction yield outcomes from USPTO patents with 853,638 reactions. The task is: Predict the reaction yield, written as a fraction of the theoretical maximum amount of product (1.0 means a 100% yield; for example, 0.34 means a 34% yield). (1) The reactants are [OH-].[Na+].[CH2:3]([O:6][C@@H:7]([CH2:12][C:13]1[CH:18]=[CH:17][C:16]([C:19]2[CH:24]=[CH:23][CH:22]=[C:21]([N:25]([CH3:36])[C:26]([NH:28][CH2:29][CH2:30][CH2:31][CH2:32][CH2:33][CH2:34][CH3:35])=[O:27])[CH:20]=2)=[CH:15][CH:14]=1)[C:8]([O:10]C)=[O:9])[CH:4]=[CH2:5].C1COCC1.CO.O. The catalyst is C(O)(=O)C. The product is [CH2:3]([O:6][C@@H:7]([CH2:12][C:13]1[CH:18]=[CH:17][C:16]([C:19]2[CH:24]=[CH:23][CH:22]=[C:21]([N:25]([CH3:36])[C:26]([NH:28][CH2:29][CH2:30][CH2:31][CH2:32][CH2:33][CH2:34][CH3:35])=[O:27])[CH:20]=2)=[CH:15][CH:14]=1)[C:8]([OH:10])=[O:9])[CH:4]=[CH2:5]. The yield is 0.780. (2) The product is [CH3:26][C:20]1[CH:21]=[C:22]([CH3:25])[CH:23]=[CH:24][C:19]=1[CH:12]([C:13]1[CH:18]=[CH:17][CH:16]=[CH:15][CH:14]=1)[NH:11][C:9](=[O:10])[CH2:8][C:5]1[CH:6]=[CH:7][C:2]([NH:1][CH2:28][C:29]2[C:30]([CH3:35])=[N:31][CH:32]=[CH:33][CH:34]=2)=[CH:3][CH:4]=1. The catalyst is CC#N. The yield is 0.513. The reactants are [NH2:1][C:2]1[CH:7]=[CH:6][C:5]([CH2:8][C:9]([NH:11][CH:12]([C:19]2[CH:24]=[CH:23][C:22]([CH3:25])=[CH:21][C:20]=2[CH3:26])[C:13]2[CH:18]=[CH:17][CH:16]=[CH:15][CH:14]=2)=[O:10])=[CH:4][CH:3]=1.Cl[CH2:28][C:29]1[C:30]([CH3:35])=[N:31][CH:32]=[CH:33][CH:34]=1.C([O-])([O-])=O.[K+].[K+].O. (3) The reactants are [Cl:1][C:2]1[N:3]=[C:4]([N:13]2[CH2:18][CH2:17][O:16][CH2:15][CH2:14]2)[C:5]2[S:10][C:9]([CH:11]=O)=[CH:8][C:6]=2[N:7]=1.[CH3:19][C:20]1([CH3:30])[NH:25][CH2:24][CH2:23][N:22]([CH:26]2[CH2:29][O:28][CH2:27]2)[CH2:21]1.C(O[BH-](OC(=O)C)OC(=O)C)(=O)C.[Na+]. The catalyst is ClCCCl. The product is [Cl:1][C:2]1[N:3]=[C:4]([N:13]2[CH2:18][CH2:17][O:16][CH2:15][CH2:14]2)[C:5]2[S:10][C:9]([CH2:11][N:25]3[CH2:24][CH2:23][N:22]([CH:26]4[CH2:29][O:28][CH2:27]4)[CH2:21][C:20]3([CH3:30])[CH3:19])=[CH:8][C:6]=2[N:7]=1. The yield is 0.490. (4) The reactants are C(O[C@H:5]1[C@H:9]([O:10]C(=O)C2C=CC=CC=2)[C@H:8]([CH2:19][O:20]C(=O)C2C=CC=CC=2)[O:7][C@@H:6]1[N:29]1[CH:37]=[N:36][C:35]2[C:30]1=[N:31][CH:32]=[N:33][C:34]=2[NH2:38])(=O)C. The catalyst is C(O)(=O)C. The product is [CH2:5]1[C@@H:6]([N:29]2[C:30]3[N:31]=[CH:32][N:33]=[C:34]([NH2:38])[C:35]=3[N:36]=[CH:37]2)[O:7][C@@H:8]([CH2:19][OH:20])[C@@H:9]1[OH:10]. The yield is 0.830. (5) The reactants are Cl.[NH2:2][CH2:3][CH2:4][C:5]([O:7][CH2:8][CH3:9])=[O:6].[CH2:10](Br)[C:11]1[CH:16]=[CH:15][CH:14]=[CH:13][CH:12]=1.C([O-])([O-])=O.[K+].[K+]. The catalyst is CC#N. The product is [CH2:10]([N:2]([CH2:10][C:11]1[CH:16]=[CH:15][CH:14]=[CH:13][CH:12]=1)[CH2:3][CH2:4][C:5]([O:7][CH2:8][CH3:9])=[O:6])[C:11]1[CH:16]=[CH:15][CH:14]=[CH:13][CH:12]=1. The yield is 0.970. (6) The reactants are [C:1]([NH:4][C:5]1[S:6][C:7]2[CH:13]=[CH:12][CH:11]=[C:10]([O:14][C:15]3[N:20]=[CH:19][N:18]=[C:17]([C:21]4[CH:26]=[CH:25][C:24]([C:27]([F:30])([F:29])[F:28])=[CH:23][C:22]=4[NH:31][C:32]([C@@H:34]4[CH2:38][CH2:37][C@H:36]([C:39]5[CH:44]=[CH:43][CH:42]=[CH:41][CH:40]=5)[NH:35]4)=[O:33])[CH:16]=3)[C:8]=2[N:9]=1)(=[O:3])[CH3:2].[CH3:45][C:46]([CH3:48])=O. No catalyst specified. The product is [C:1]([NH:4][C:5]1[S:6][C:7]2[CH:13]=[CH:12][CH:11]=[C:10]([O:14][C:15]3[N:20]=[CH:19][N:18]=[C:17]([C:21]4[CH:26]=[CH:25][C:24]([C:27]([F:28])([F:29])[F:30])=[CH:23][C:22]=4[NH:31][C:32]([C@@H:34]4[CH2:38][CH2:37][C@H:36]([C:39]5[CH:44]=[CH:43][CH:42]=[CH:41][CH:40]=5)[N:35]4[CH:46]([CH3:48])[CH3:45])=[O:33])[CH:16]=3)[C:8]=2[N:9]=1)(=[O:3])[CH3:2]. The yield is 0.780. (7) The reactants are OCC[CH:4]1[N:9]([C:10]([O:12][C:13]([CH3:16])(C)C)=[O:11])[CH2:8][CH:7]([C:17]([O:19][CH3:20])=[O:18])[CH2:6][CH2:5]1.CS(Cl)(=O)=O.O. The catalyst is C(Cl)Cl. The product is [O:11]=[C:10]1[N:9]2[CH2:8][CH:7]([C:17]([O:19][CH3:20])=[O:18])[CH2:6][CH2:5][CH:4]2[CH2:16][CH2:13][O:12]1. The yield is 0.710. (8) The reactants are C(N(CC)C(C)C)(C)C.[Cl:10][C:11]1[N:16]2[CH:17]=[CH:18][N:19]=[C:15]2[C:14](Cl)=[N:13][C:12]=1[C:21]1[CH:28]=[CH:27][C:24]([C:25]#[N:26])=[CH:23][CH:22]=1.[CH3:29][N:30]([CH3:37])[CH:31]1[CH2:36][CH2:35][NH:34][CH2:33][CH2:32]1. The catalyst is C(#N)C. The product is [Cl:10][C:11]1[N:16]2[CH:17]=[CH:18][N:19]=[C:15]2[C:14]([N:34]2[CH2:35][CH2:36][CH:31]([N:30]([CH3:37])[CH3:29])[CH2:32][CH2:33]2)=[N:13][C:12]=1[C:21]1[CH:28]=[CH:27][C:24]([C:25]#[N:26])=[CH:23][CH:22]=1. The yield is 0.460. (9) The reactants are [CH3:1][C:2]1[CH:3]=[C:4]2[C:9](=[CH:10][CH:11]=1)[N:8]=[CH:7][CH:6]=[N:5]2.[BH4-].[Na+]. The catalyst is CO.O.O.O.O.O.O.[Ni](Cl)Cl. The product is [CH3:1][C:2]1[CH:3]=[C:4]2[C:9](=[CH:10][CH:11]=1)[NH:8][CH2:7][CH2:6][NH:5]2. The yield is 0.430.